Predict which catalyst facilitates the given reaction. From a dataset of Catalyst prediction with 721,799 reactions and 888 catalyst types from USPTO. Reactant: [C:1]1([N:7]2[CH2:12][CH2:11][O:10][CH2:9][CH2:8]2)[CH2:6][CH2:5][CH2:4][CH2:3][CH:2]=1.[C:13](C1CCC(=O)CC1)([CH3:16])([CH3:15])[CH3:14].N1CCOCC1. Product: [C:13]([CH:4]1[CH2:5][CH2:6][C:1]([N:7]2[CH2:12][CH2:11][O:10][CH2:9][CH2:8]2)=[CH:2][CH2:3]1)([CH3:16])([CH3:15])[CH3:14]. The catalyst class is: 244.